This data is from HIV replication inhibition screening data with 41,000+ compounds from the AIDS Antiviral Screen. The task is: Binary Classification. Given a drug SMILES string, predict its activity (active/inactive) in a high-throughput screening assay against a specified biological target. (1) The drug is CC(C)(C)OC(=O)CC(NC(=O)OCc1ccccc1)NC(=O)OC(C)(C)C. The result is 0 (inactive). (2) The compound is COc1ccc(-c2cc(-c3cc(OC)c(OC)c(OC)c3)cc(-c3cc4ccccc4oc3=O)n2)cc1. The result is 0 (inactive). (3) The molecule is Cn1nc(-c2ccccc2)c(C(=O)C=Cc2ccc(Cl)cc2)c(N2CCCC2)c1=O. The result is 1 (active). (4) The compound is CCCCCCCCCCCC1NC(=N)NC(CCCO)=C1C(=O)OC. The result is 0 (inactive). (5) The molecule is O=C(O)CCCn1nnc2c(O)nnc(O)c21. The result is 0 (inactive). (6) The drug is Cc1ccc(S(=O)(=O)Nc2ccccc2NS(=O)(=O)c2ccc(C)cc2)cc1. The result is 0 (inactive). (7) The molecule is Nc1ccc2c(c1)nc1n2C(c2c(F)cccc2F)SC1. The result is 0 (inactive).